From a dataset of Reaction yield outcomes from USPTO patents with 853,638 reactions. Predict the reaction yield, written as a fraction of the theoretical maximum amount of product (1.0 means a 100% yield; for example, 0.34 means a 34% yield). (1) The reactants are [CH3:1][C:2]([C:4]1[C:14]2[O:13][CH2:12][CH2:11][N:10]([C:15]([O:17][C:18]([CH3:21])([CH3:20])[CH3:19])=[O:16])[CH2:9][C:8]=2[CH:7]=[CH:6][CH:5]=1)=[CH2:3]. The catalyst is [Pd].CO. The product is [CH3:3][CH:2]([C:4]1[C:14]2[O:13][CH2:12][CH2:11][N:10]([C:15]([O:17][C:18]([CH3:20])([CH3:19])[CH3:21])=[O:16])[CH2:9][C:8]=2[CH:7]=[CH:6][CH:5]=1)[CH3:1]. The yield is 0.681. (2) The reactants are [CH2:1]([O:3][C:4]1[CH:13]=[C:12]2[C:7]([C:8](=[O:14])[NH:9][CH:10]=[N:11]2)=[CH:6][C:5]=1[OH:15])[CH3:2].[C:16](OC(=O)C)(=[O:18])[CH3:17]. The catalyst is N1C=CC=CC=1. The product is [CH2:1]([O:3][C:4]1[CH:13]=[C:12]2[C:7]([C:8](=[O:14])[NH:9][CH:10]=[N:11]2)=[CH:6][C:5]=1[O:15][C:16](=[O:18])[CH3:17])[CH3:2]. The yield is 0.390. (3) The reactants are Br[C:2]1[CH:11]=[C:10]2[C:5]([CH:6]=[CH:7][CH:8]=[N:9]2)=[C:4]([O:12][C@@H:13]([C@H:15]2[CH2:19][NH:18][C:17](=[O:20])[CH2:16]2)[CH3:14])[CH:3]=1.C(OC([N:28]1[CH2:37][CH2:36][C:35]2[C:30](=[CH:31][C:32](B3OC(C)(C)C(C)(C)O3)=[CH:33][CH:34]=2)[CH2:29]1)=O)(C)(C)C.C(=O)([O-])[O-].[Na+].[Na+]. The catalyst is Cl[Pd](Cl)([P](C1C=CC=CC=1)(C1C=CC=CC=1)C1C=CC=CC=1)[P](C1C=CC=CC=1)(C1C=CC=CC=1)C1C=CC=CC=1.CN(C=O)C. The product is [CH2:29]1[C:30]2[C:35](=[CH:34][CH:33]=[C:32]([C:2]3[CH:11]=[C:10]4[C:5]([CH:6]=[CH:7][CH:8]=[N:9]4)=[C:4]([O:12][C@@H:13]([C@H:15]4[CH2:19][NH:18][C:17](=[O:20])[CH2:16]4)[CH3:14])[CH:3]=3)[CH:31]=2)[CH2:36][CH2:37][NH:28]1. The yield is 0.430. (4) The reactants are [CH3:1][O:2][C:3]([C:5]1[C:13]([NH:14][C:15]2[CH:20]=[CH:19][CH:18]=[CH:17][C:16]=2[CH3:21])=[C:12]([F:22])[C:8]2[NH:9][CH:10]=[N:11][C:7]=2[CH:6]=1)=[O:4].C1COCC1.CO.C1C(=O)N([Br:37])C(=O)C1.CC1C=CC(S(O)(=O)=O)=CC=1.O. The catalyst is CO. The product is [CH3:1][O:2][C:3]([C:5]1[C:13]([NH:14][C:15]2[CH:20]=[CH:19][C:18]([Br:37])=[CH:17][C:16]=2[CH3:21])=[C:12]([F:22])[C:8]2[NH:9][CH:10]=[N:11][C:7]=2[CH:6]=1)=[O:4]. The yield is 0.790. (5) The catalyst is C(#N)C. The product is [Cl:19][C:20]1[C:21]([CH3:30])=[C:22]([S:26]([N:15]2[CH2:16][CH2:17][CH2:18][C@H:13]([C:11]([NH:10][C@H:7]3[CH2:6][CH2:5][C@H:4]([CH2:3][OH:2])[CH2:9][CH2:8]3)=[O:12])[CH2:14]2)(=[O:28])=[O:27])[CH:23]=[CH:24][CH:25]=1. The yield is 0.410. The reactants are Cl.[OH:2][CH2:3][C@H:4]1[CH2:9][CH2:8][C@H:7]([NH:10][C:11]([C@H:13]2[CH2:18][CH2:17][CH2:16][NH:15][CH2:14]2)=[O:12])[CH2:6][CH2:5]1.[Cl:19][C:20]1[C:21]([CH3:30])=[C:22]([S:26](Cl)(=[O:28])=[O:27])[CH:23]=[CH:24][CH:25]=1.C(N(CC)CC)C. (6) The reactants are Cl[CH2:2][CH2:3][CH2:4][CH2:5][N:6]1[C:10](=[O:11])[CH2:9][NH:8][C:7]1=[O:12].C(=O)([O-])[O-].[K+].[K+].[CH3:19][O:20][C:21]1[CH:26]=[CH:25][CH:24]=[CH:23][C:22]=1[N:27]1[CH2:32][CH2:31][NH:30][CH2:29][CH2:28]1. The catalyst is CC(C)=O. The product is [CH3:19][O:20][C:21]1[CH:26]=[CH:25][CH:24]=[CH:23][C:22]=1[N:27]1[CH2:32][CH2:31][N:30]([CH2:2][CH2:3][CH2:4][CH2:5][N:6]2[C:10](=[O:11])[CH2:9][NH:8][C:7]2=[O:12])[CH2:29][CH2:28]1. The yield is 0.430. (7) The reactants are [OH:1][C@@H:2]1[CH2:7][CH2:6][C@H:5]([N:8]2[C:13](=[O:14])[C:12]([CH2:15][C:16]3[CH:21]=[CH:20][C:19]([C:22]4[C:23]([C:28]#[N:29])=[CH:24][CH:25]=[CH:26][CH:27]=4)=[CH:18][CH:17]=3)=[C:11]([CH2:30][CH2:31][CH3:32])[N:10]3[N:33]=[CH:34][N:35]=[C:9]23)[CH2:4][CH2:3]1.[CH3:36][O:37][C:38]1[CH:43]=[CH:42][C:41](O)=[CH:40][CH:39]=1.C1(P(C2C=CC=CC=2)C2C=CC=CC=2)C=CC=CC=1.[N:65]([C:66]([O:68]C(C)C)=[O:67])=[N:65][C:66]([O:68]C(C)C)=[O:67].Cl.[Cl-].O[NH3+].C(=O)([O-])O.[Na+]. The catalyst is O1CCCC1.O.C(OCC)(=O)C.CS(C)=O. The product is [CH3:36][O:37][C:38]1[CH:43]=[CH:42][C:41]([O:1][C@H:2]2[CH2:7][CH2:6][C@H:5]([N:8]3[C:13](=[O:14])[C:12]([CH2:15][C:16]4[CH:21]=[CH:20][C:19]([C:22]5[CH:27]=[CH:26][CH:25]=[CH:24][C:23]=5[C:28]5[NH:65][C:66](=[O:67])[O:68][N:29]=5)=[CH:18][CH:17]=4)=[C:11]([CH2:30][CH2:31][CH3:32])[N:10]4[N:33]=[CH:34][N:35]=[C:9]34)[CH2:4][CH2:3]2)=[CH:40][CH:39]=1. The yield is 0.390. (8) The reactants are [C:1]1([C:7]2([C:13]#[N:14])[CH2:12][CH2:11][CH2:10][CH2:9][CH2:8]2)[CH:6]=[CH:5][CH:4]=[CH:3][CH:2]=1.[ClH:15]. The catalyst is CO.[Ni]. The product is [ClH:15].[C:1]1([C:7]2([CH2:13][NH2:14])[CH2:12][CH2:11][CH2:10][CH2:9][CH2:8]2)[CH:6]=[CH:5][CH:4]=[CH:3][CH:2]=1. The yield is 0.658.